This data is from Full USPTO retrosynthesis dataset with 1.9M reactions from patents (1976-2016). The task is: Predict the reactants needed to synthesize the given product. Given the product [CH3:24][O:23][C:20]1[CH:21]=[C:22]2[C:17](=[CH:18][C:19]=1[O:25][CH3:26])[N:16]=[CH:15][CH:14]=[C:13]2[O:12][C:11]1[C:2]([C:30]2[CH:31]=[CH:32][N:27]=[CH:28][CH:29]=2)=[N:3][C:4]2[C:9]([CH:10]=1)=[CH:8][CH:7]=[CH:6][CH:5]=2, predict the reactants needed to synthesize it. The reactants are: Br[C:2]1[C:11]([O:12][C:13]2[C:22]3[C:17](=[CH:18][C:19]([O:25][CH3:26])=[C:20]([O:23][CH3:24])[CH:21]=3)[N:16]=[CH:15][CH:14]=2)=[CH:10][C:9]2[C:4](=[CH:5][CH:6]=[CH:7][CH:8]=2)[N:3]=1.[N:27]1[CH:32]=[CH:31][C:30](B(O)O)=[CH:29][CH:28]=1.C(=O)([O-])[O-].[K+].[K+].